From a dataset of Catalyst prediction with 721,799 reactions and 888 catalyst types from USPTO. Predict which catalyst facilitates the given reaction. (1) Reactant: [NH2:1][C:2]1[CH:27]=[CH:26][C:5]([O:6][C:7]2[CH:12]=[CH:11][N:10]=[C:9]([NH:13][C:14]([N:16]3[CH2:21][CH2:20][CH:19]([CH2:22][N:23]([CH3:25])[CH3:24])[CH2:18][CH2:17]3)=[O:15])[CH:8]=2)=[CH:4][CH:3]=1.[C:28]1([CH2:34][C:35]([N:37]=[C:38]=[O:39])=[O:36])[CH:33]=[CH:32][CH:31]=[CH:30][CH:29]=1. Product: [CH3:25][N:23]([CH2:22][CH:19]1[CH2:20][CH2:21][N:16]([C:14]([NH:13][C:9]2[CH:8]=[C:7]([O:6][C:5]3[CH:26]=[CH:27][C:2]([NH:1][C:38]([NH:37][C:35](=[O:36])[CH2:34][C:28]4[CH:29]=[CH:30][CH:31]=[CH:32][CH:33]=4)=[O:39])=[CH:3][CH:4]=3)[CH:12]=[CH:11][N:10]=2)=[O:15])[CH2:17][CH2:18]1)[CH3:24]. The catalyst class is: 188. (2) Reactant: [F:1][C:2]1[CH:3]=[C:4]([N+:9]([O-:11])=[O:10])[CH:5]=[CH:6][C:7]=1F.CCN(CC)CC.[CH2:19]([O:21][CH2:22][CH2:23][CH2:24][NH2:25])[CH3:20]. The catalyst class is: 25. Product: [CH2:19]([O:21][CH2:22][CH2:23][CH2:24][NH:25][C:7]1[CH:6]=[CH:5][C:4]([N+:9]([O-:11])=[O:10])=[CH:3][C:2]=1[F:1])[CH3:20]. (3) Reactant: [OH:1][C:2]1[CH:7]=[CH:6][N:5]=[C:4]([NH:8][C:9](=[O:13])[CH2:10][O:11][CH3:12])[CH:3]=1.C1CCN2C(=NCCC2)CC1.F[C:26]1[CH:27]=[CH:28][C:29]([N+:36]([O-:38])=[O:37])=[C:30]2[C:35]=1[N:34]=[CH:33][CH:32]=[CH:31]2.O. Product: [CH3:12][O:11][CH2:10][C:9]([NH:8][C:4]1[CH:3]=[C:2]([O:1][C:26]2[CH:27]=[CH:28][C:29]([N+:36]([O-:38])=[O:37])=[C:30]3[C:35]=2[N:34]=[CH:33][CH:32]=[CH:31]3)[CH:7]=[CH:6][N:5]=1)=[O:13]. The catalyst class is: 23. (4) Reactant: [Cl:1][C:2]1[CH:7]=[CH:6][C:5](/[CH:8]=[CH:9]/[CH:10]2[CH2:15][CH2:14][N:13]([C:16](=[O:29])[CH2:17][N:18]3C(=O)C4C(=CC=CC=4)C3=O)[CH2:12][CH2:11]2)=[CH:4][CH:3]=1.O.NN. Product: [Cl:1][C:2]1[CH:3]=[CH:4][C:5](/[CH:8]=[CH:9]/[CH:10]2[CH2:11][CH2:12][N:13]([C:16](=[O:29])[CH2:17][NH2:18])[CH2:14][CH2:15]2)=[CH:6][CH:7]=1. The catalyst class is: 5. (5) Reactant: [F:1][C:2]([F:6])([F:5])[CH2:3][OH:4].[H-].[Na+].[CH3:9][O:10][C:11]1[CH:16]=[CH:15][C:14]([C:17]2[N:18]=[C:19](S(C)(=O)=O)[O:20][C:21]=2[C:22]2[CH:34]=[CH:33][C:25]([O:26][CH2:27][CH2:28][NH:29][C:30]([NH2:32])=[O:31])=[CH:24][CH:23]=2)=[CH:13][CH:12]=1. Product: [CH3:9][O:10][C:11]1[CH:12]=[CH:13][C:14]([C:17]2[N:18]=[C:19]([O:4][CH2:3][C:2]([F:6])([F:5])[F:1])[O:20][C:21]=2[C:22]2[CH:34]=[CH:33][C:25]([O:26][CH2:27][CH2:28][NH:29][C:30]([NH2:32])=[O:31])=[CH:24][CH:23]=2)=[CH:15][CH:16]=1. The catalyst class is: 12. (6) Reactant: [NH2:1][C:2]1[CH:7]=[CH:6][C:5]([S:8]([CH:11]2[CH2:16][CH2:15][CH:14]([C:17]([O:19][CH3:20])=[O:18])[CH2:13][CH2:12]2)(=[O:10])=[O:9])=[CH:4][CH:3]=1.N1C=CC=CC=1.Cl[C:28](=[O:33])[C:29]([O:31][CH3:32])=[O:30]. Product: [CH3:32][O:31][C:29]([C:28]([NH:1][C:2]1[CH:7]=[CH:6][C:5]([S:8]([CH:11]2[CH2:12][CH2:13][CH:14]([C:17]([O:19][CH3:20])=[O:18])[CH2:15][CH2:16]2)(=[O:10])=[O:9])=[CH:4][CH:3]=1)=[O:33])=[O:30]. The catalyst class is: 2. (7) Reactant: [CH3:1][O:2][C:3]1[CH:4]=[C:5]2[C:10](=[CH:11][C:12]=1[O:13][CH3:14])[N:9]=[CH:8][N:7]=[C:6]2[O:15][C:16]1[CH:22]=[CH:21][C:19]([NH2:20])=[C:18]([F:23])[CH:17]=1.[C:24]1([CH3:33])[C:25]([N:30]=[C:31]=[O:32])=[CH:26][CH:27]=[CH:28][CH:29]=1.CO. Product: [CH3:1][O:2][C:3]1[CH:4]=[C:5]2[C:10](=[CH:11][C:12]=1[O:13][CH3:14])[N:9]=[CH:8][N:7]=[C:6]2[O:15][C:16]1[CH:22]=[CH:21][C:19]([NH:20][C:31]([NH:30][C:25]2[CH:26]=[CH:27][CH:28]=[CH:29][C:24]=2[CH3:33])=[O:32])=[C:18]([F:23])[CH:17]=1. The catalyst class is: 22. (8) Reactant: [NH2:1][C@@:2]([C:6]1[CH:15]=[CH:14][C:13]2[C:8](=[CH:9][CH:10]=[C:11]([O:20][CH:21]3[CH2:26][CH2:25][CH:24]([C:27]([CH3:31])([CH3:30])[CH2:28][CH3:29])[CH2:23][CH2:22]3)[C:12]=2[C:16]([F:19])([F:18])[F:17])[CH:7]=1)([CH3:5])[CH2:3][OH:4].C(=O)(O)[O-].[Na+].[C:37]([O:41][C:42](O[C:42]([O:41][C:37]([CH3:40])([CH3:39])[CH3:38])=[O:43])=[O:43])([CH3:40])([CH3:39])[CH3:38]. Product: [C:37]([O:41][C:42](=[O:43])[NH:1][C@@:2]([C:6]1[CH:15]=[CH:14][C:13]2[C:8](=[CH:9][CH:10]=[C:11]([O:20][CH:21]3[CH2:22][CH2:23][CH:24]([C:27]([CH3:30])([CH3:31])[CH2:28][CH3:29])[CH2:25][CH2:26]3)[C:12]=2[C:16]([F:18])([F:19])[F:17])[CH:7]=1)([CH3:5])[CH2:3][OH:4])([CH3:40])([CH3:39])[CH3:38]. The catalyst class is: 22.